This data is from Forward reaction prediction with 1.9M reactions from USPTO patents (1976-2016). The task is: Predict the product of the given reaction. Given the reactants S(C1CC(=O)N(O)C1=O)(O)(=O)=O.C(Cl)CCl.[CH:17]1[C:24](N)=[CH:23][CH:22]=[C:21]([OH:26])[C:19](=[O:20])[CH:18]=1, predict the reaction product. The product is: [CH:24]1[CH:17]=[CH:18][C:19](=[O:20])[C:21]([OH:26])=[CH:22][CH:23]=1.